Task: Predict the reaction yield, written as a fraction of the theoretical maximum amount of product (1.0 means a 100% yield; for example, 0.34 means a 34% yield).. Dataset: Reaction yield outcomes from USPTO patents with 853,638 reactions The reactants are Cl.[Cl:2][C:3]1[C:11]2[C:6](=[CH:7][CH:8]=[CH:9][CH:10]=2)[N:5]([C:12]2[CH:19]=[CH:18][C:15]([CH2:16][NH2:17])=[C:14]([F:20])[CH:13]=2)[C:4]=1[C:21]1[N:22]=[N:23][N:24]([CH3:26])[N:25]=1.[F:27][C:28]([F:39])([F:38])[C:29]([NH:31][C:32]1([C:35](O)=[O:36])[CH2:34][CH2:33]1)=[O:30].C(N(CC)CC)C.CN(C(ON1N=NC2C=CC=CC1=2)=[N+](C)C)C.F[P-](F)(F)(F)(F)F. The catalyst is CN(C)C=O. The product is [Cl:2][C:3]1[C:11]2[C:6](=[CH:7][CH:8]=[CH:9][CH:10]=2)[N:5]([C:12]2[CH:19]=[CH:18][C:15]([CH2:16][NH:17][C:35]([C:32]3([NH:31][C:29](=[O:30])[C:28]([F:27])([F:38])[F:39])[CH2:33][CH2:34]3)=[O:36])=[C:14]([F:20])[CH:13]=2)[C:4]=1[C:21]1[N:22]=[N:23][N:24]([CH3:26])[N:25]=1. The yield is 0.522.